This data is from Full USPTO retrosynthesis dataset with 1.9M reactions from patents (1976-2016). The task is: Predict the reactants needed to synthesize the given product. (1) Given the product [CH3:1][CH:2]1[CH2:6][CH2:5][CH2:4][N:3]1[C:7]1[N:12]=[C:11]([NH:13][C:14]2[C:15]3[N:16]([CH:27]=[CH:28][N:29]=3)[N:17]=[C:18]([C:20]3[CH:25]=[CH:24][CH:23]=[C:22]([O:26][CH2:41][CH2:42][N:43]4[CH2:48][CH2:47][CH2:46][CH2:45][CH2:44]4)[CH:21]=3)[CH:19]=2)[CH:10]=[CH:9][CH:8]=1, predict the reactants needed to synthesize it. The reactants are: [CH3:1][CH:2]1[CH2:6][CH2:5][CH2:4][N:3]1[C:7]1[N:12]=[C:11]([NH:13][C:14]2[C:15]3[N:16]([CH:27]=[CH:28][N:29]=3)[N:17]=[C:18]([C:20]3[CH:21]=[C:22]([OH:26])[CH:23]=[CH:24][CH:25]=3)[CH:19]=2)[CH:10]=[CH:9][CH:8]=1.C([O-])([O-])=O.[K+].[K+].CS(O[CH2:41][CH2:42][N:43]1[CH2:48][CH2:47][CH2:46][CH2:45][CH2:44]1)(=O)=O.O. (2) Given the product [F:1][C:2]([F:16])([F:17])[C:3]1[CH:8]=[CH:7][C:6]([C:9]([F:10])([F:12])[F:11])=[CH:5][C:4]=1[NH2:13], predict the reactants needed to synthesize it. The reactants are: [F:1][C:2]([F:17])([F:16])[C:3]1[CH:8]=[CH:7][C:6]([C:9]([F:12])([F:11])[F:10])=[CH:5][C:4]=1[N+:13]([O-])=O.[H][H]. (3) Given the product [S:34]([OH:38])([OH:37])(=[O:36])=[O:35].[CH:5]1[C:13]2[CH:12]([CH2:14][O:15][C:16]([NH:18][C@H:19]3[CH2:23][NH:22][C@H:21]([C:31]([O:33][CH3:39])=[O:32])[CH2:20]3)=[O:17])[C:11]3[C:10](=[CH:9][CH:8]=[CH:7][CH:6]=3)[C:1]=2[CH:2]=[CH:3][CH:4]=1, predict the reactants needed to synthesize it. The reactants are: [CH:1]1[C:13]2[CH:12]([CH2:14][O:15][C:16]([NH:18][C@H:19]3[CH2:23][N:22](C(OC(C)(C)C)=O)[C@H:21]([C:31]([O-:33])=[O:32])[CH2:20]3)=[O:17])[C:11]3[C:6](=[CH:7][CH:8]=[CH:9][CH:10]=3)[C:5]=2[CH:4]=[CH:3][CH:2]=1.[S:34](=[O:38])(=[O:37])([OH:36])[OH:35].[CH3:39]O. (4) The reactants are: [NH2:1][C@@H:2]([C:4]([OH:6])=[O:5])[CH3:3].[C:7]([O-:10])([O-])=[O:8].[K+].[K+].C(O)(=O)[CH2:14][C:15]([CH2:20]C(O)=O)([C:17](O)=O)O. Given the product [C:15]([O:10][C:7]([NH:1][C@H:2]([CH3:3])[C:4]([OH:6])=[O:5])=[O:8])([CH3:20])([CH3:17])[CH3:14], predict the reactants needed to synthesize it. (5) Given the product [Cl:1][C:2]1[CH:29]=[CH:28][C:5]2[N:6]([CH2:19][C:20]3[CH:25]=[CH:24][C:23]([O:26][CH3:27])=[CH:22][CH:21]=3)[C:7](=[O:18])[CH:8]([CH2:36][C:37]3[CH:44]=[CH:43][CH:42]=[CH:41][C:38]=3[CH3:39])[N:9]=[C:10]([C:11]3[CH:16]=[CH:15][C:14]([F:17])=[CH:13][CH:12]=3)[C:4]=2[CH:3]=1, predict the reactants needed to synthesize it. The reactants are: [Cl:1][C:2]1[CH:29]=[CH:28][C:5]2[N:6]([CH2:19][C:20]3[CH:25]=[CH:24][C:23]([O:26][CH3:27])=[CH:22][CH:21]=3)[C:7](=[O:18])[CH2:8][N:9]=[C:10]([C:11]3[CH:16]=[CH:15][C:14]([F:17])=[CH:13][CH:12]=3)[C:4]=2[CH:3]=1.CC(C)([O-])C.[K+].[CH3:36][C:37]1[CH:44]=[CH:43][CH:42]=[CH:41][C:38]=1[CH2:39]Br. (6) Given the product [CH3:1][O:2][C:3](=[O:15])[C:4]1[C:9]([OH:10])=[C:8]([N+:16]([O-:18])=[O:17])[C:7]([OH:11])=[N:6][C:5]=1[CH2:12][O:13][CH3:14], predict the reactants needed to synthesize it. The reactants are: [CH3:1][O:2][C:3](=[O:15])[C:4]1[C:9]([OH:10])=[CH:8][C:7]([OH:11])=[N:6][C:5]=1[CH2:12][O:13][CH3:14].[N+:16]([O-])([OH:18])=[O:17].O. (7) Given the product [F:12][C:4]1[C:5]([O:10][CH3:11])=[CH:6][C:7]([O:8][CH3:9])=[C:2]([F:1])[C:3]=1[N:13]1[CH2:18][C:17]2[CH:19]=[N:20][C:21]3[NH:25][C:24]([CH2:35][N:43]4[CH2:44][CH2:45][N:40]([CH3:39])[CH2:41][CH2:42]4)=[CH:23][C:22]=3[C:16]=2[N:15]([CH3:37])[C:14]1=[O:38], predict the reactants needed to synthesize it. The reactants are: [F:1][C:2]1[C:7]([O:8][CH3:9])=[CH:6][C:5]([O:10][CH3:11])=[C:4]([F:12])[C:3]=1[N:13]1[CH2:18][C:17]2[CH:19]=[N:20][C:21]3[N:25](S(C4C=CC=CC=4)(=O)=O)[C:24]([CH:35]=O)=[CH:23][C:22]=3[C:16]=2[N:15]([CH3:37])[C:14]1=[O:38].[CH3:39][N:40]1[CH2:45][CH2:44][NH:43][CH2:42][CH2:41]1.